Dataset: NCI-60 drug combinations with 297,098 pairs across 59 cell lines. Task: Regression. Given two drug SMILES strings and cell line genomic features, predict the synergy score measuring deviation from expected non-interaction effect. (1) Drug 1: CS(=O)(=O)CCNCC1=CC=C(O1)C2=CC3=C(C=C2)N=CN=C3NC4=CC(=C(C=C4)OCC5=CC(=CC=C5)F)Cl. Drug 2: C1=CC=C(C(=C1)C(C2=CC=C(C=C2)Cl)C(Cl)Cl)Cl. Cell line: HOP-62. Synergy scores: CSS=-0.754, Synergy_ZIP=8.61, Synergy_Bliss=7.68, Synergy_Loewe=-1.83, Synergy_HSA=-2.71. (2) Drug 1: CC(C)(C#N)C1=CC(=CC(=C1)CN2C=NC=N2)C(C)(C)C#N. Drug 2: CC(C)NC(=O)C1=CC=C(C=C1)CNNC.Cl. Cell line: CAKI-1. Synergy scores: CSS=-10.4, Synergy_ZIP=0.572, Synergy_Bliss=-5.21, Synergy_Loewe=-9.55, Synergy_HSA=-9.48.